Task: Regression. Given a peptide amino acid sequence and an MHC pseudo amino acid sequence, predict their binding affinity value. This is MHC class II binding data.. Dataset: Peptide-MHC class II binding affinity with 134,281 pairs from IEDB The peptide sequence is ILVLILAHPSKRSQK. The MHC is DRB1_0101 with pseudo-sequence DRB1_0101. The binding affinity (normalized) is 0.888.